From a dataset of Catalyst prediction with 721,799 reactions and 888 catalyst types from USPTO. Predict which catalyst facilitates the given reaction. (1) Reactant: [Cl:1][C:2]1[CH:11]=[CH:10][C:9]([NH:12][S:13]([C:16]2[CH:21]=[CH:20][C:19]([C:22]([F:25])([F:24])[F:23])=[CH:18][C:17]=2[N+:26]([O-])=O)(=[O:15])=[O:14])=[C:8]2[C:3]=1[CH:4]=[CH:5][CH:6]=[N:7]2.O.NN. Product: [NH2:26][C:17]1[CH:18]=[C:19]([C:22]([F:24])([F:23])[F:25])[CH:20]=[CH:21][C:16]=1[S:13]([NH:12][C:9]1[CH:10]=[CH:11][C:2]([Cl:1])=[C:3]2[C:8]=1[N:7]=[CH:6][CH:5]=[CH:4]2)(=[O:14])=[O:15]. The catalyst class is: 227. (2) Reactant: [CH3:1][O:2][C:3]1[CH:8]=[C:7]([CH:9]=[O:10])[CH:6]=[CH:5][C:4]=1[OH:11].C(N(C(C)C)CC)(C)C.Cl[CH2:22][O:23][CH3:24].O. Product: [CH3:1][O:2][C:3]1[CH:8]=[C:7]([CH:6]=[CH:5][C:4]=1[O:11][CH2:22][O:23][CH3:24])[CH:9]=[O:10]. The catalyst class is: 4. (3) Reactant: [N+:1]([C:4]1[CH:5]=[C:6]2[C:10](=[CH:11][CH:12]=1)[NH:9][N:8]=[C:7]2[NH2:13])([O-:3])=[O:2].[CH:14](=O)[C:15]1[CH:20]=[CH:19][CH:18]=[CH:17][CH:16]=1.C(O)(=O)C.C(O[BH-](OC(=O)C)OC(=O)C)(=O)C.[Na+].[OH-].[Na+]. Product: [CH2:14]([NH:13][C:7]1[C:6]2[C:10](=[CH:11][CH:12]=[C:4]([N+:1]([O-:3])=[O:2])[CH:5]=2)[NH:9][N:8]=1)[C:15]1[CH:20]=[CH:19][CH:18]=[CH:17][CH:16]=1. The catalyst class is: 2. (4) Reactant: C([Cu])#N.[CH2:4]([O:6][C:7](=[O:12])/[CH:8]=[C:9](\I)/[CH3:10])[CH3:5].CO[CH2:15][CH2:16][O:17][CH3:18]. Product: [CH2:4]([O:6][C:7](=[O:12])/[CH:8]=[C:9](\[C:8]1[CH:9]=[CH:10][C:16]([O:17][CH3:18])=[CH:15][CH:7]=1)/[CH3:10])[CH3:5]. The catalyst class is: 1. (5) Reactant: [Cl:1][C:2]1[CH:7]=[CH:6][CH:5]=[C:4]([Cl:8])[C:3]=1[C:9]1[C:13]([CH:14]=O)=[C:12]([CH:16]([CH3:18])[CH3:17])[O:11][N:10]=1.[NH2:19][C:20]1[S:21][C:22]2[CH:28]=[C:27]([C:29]3[CH:30]=[C:31]([CH:36]=[CH:37][CH:38]=3)[C:32]([O:34][CH3:35])=[O:33])[CH:26]=[CH:25][C:23]=2[N:24]=1.C([Sn](Cl)(Cl)CCCC)CCC.C1([SiH3])C=CC=CC=1. Product: [Cl:1][C:2]1[CH:7]=[CH:6][CH:5]=[C:4]([Cl:8])[C:3]=1[C:9]1[C:13]([CH2:14][NH:19][C:20]2[S:21][C:22]3[CH:28]=[C:27]([C:29]4[CH:30]=[C:31]([CH:36]=[CH:37][CH:38]=4)[C:32]([O:34][CH3:35])=[O:33])[CH:26]=[CH:25][C:23]=3[N:24]=2)=[C:12]([CH:16]([CH3:18])[CH3:17])[O:11][N:10]=1. The catalyst class is: 7. (6) Reactant: [Cl:1][C:2]1[N:7]=[C:6]([C:8]2[C:9]([N:28]([CH3:33])[S:29]([CH3:32])(=[O:31])=[O:30])=[CH:10][C:11]3[O:15][C:14]([C:16]4[CH:21]=[CH:20][C:19]([F:22])=[CH:18][CH:17]=4)=[C:13]([C:23]([NH:25][CH3:26])=[O:24])[C:12]=3[CH:27]=2)[CH:5]=[CH:4][C:3]=1[CH:34]=[O:35].[BH4-].[Na+].[NH4+].[Cl-]. Product: [Cl:1][C:2]1[N:7]=[C:6]([C:8]2[C:9]([N:28]([CH3:33])[S:29]([CH3:32])(=[O:31])=[O:30])=[CH:10][C:11]3[O:15][C:14]([C:16]4[CH:17]=[CH:18][C:19]([F:22])=[CH:20][CH:21]=4)=[C:13]([C:23]([NH:25][CH3:26])=[O:24])[C:12]=3[CH:27]=2)[CH:5]=[CH:4][C:3]=1[CH2:34][OH:35]. The catalyst class is: 36. (7) Reactant: C[O:2][C:3]([C:5]1[CH:10]=[CH:9][C:8]([CH:11]2[CH2:16][CH2:15][N:14]([C:17]([O:19][C:20]([CH3:23])([CH3:22])[CH3:21])=[O:18])[CH2:13][CH:12]2[O:24][CH2:25][C:26]2[CH:27]=[CH:28][C:29]3[O:34][CH2:33][C:32](=[O:35])[N:31]([CH2:36][CH2:37][CH2:38][O:39][CH3:40])[C:30]=3[CH:41]=2)=[CH:7][CH:6]=1)=[O:4].[OH-].[Na+]. Product: [C:3]([C:5]1[CH:10]=[CH:9][C:8]([CH:11]2[CH2:16][CH2:15][N:14]([C:17]([O:19][C:20]([CH3:23])([CH3:22])[CH3:21])=[O:18])[CH2:13][CH:12]2[O:24][CH2:25][C:26]2[CH:27]=[CH:28][C:29]3[O:34][CH2:33][C:32](=[O:35])[N:31]([CH2:36][CH2:37][CH2:38][O:39][CH3:40])[C:30]=3[CH:41]=2)=[CH:7][CH:6]=1)([OH:4])=[O:2]. The catalyst class is: 12. (8) Reactant: [Cl:1][C:2]1[CH:8]=[C:7]([Cl:9])[CH:6]=[CH:5][C:3]=1[NH2:4].[H-].[Na+].Cl[C:13]1[C:18]([C:19]#[N:20])=[CH:17][N:16]=[C:15]2[CH:21]=[CH:22][S:23][C:14]=12. Product: [Cl:1][C:2]1[CH:8]=[C:7]([Cl:9])[CH:6]=[CH:5][C:3]=1[NH:4][C:13]1[C:18]([C:19]#[N:20])=[CH:17][N:16]=[C:15]2[CH:21]=[CH:22][S:23][C:14]=12. The catalyst class is: 7.